The task is: Predict the reaction yield, written as a fraction of the theoretical maximum amount of product (1.0 means a 100% yield; for example, 0.34 means a 34% yield).. This data is from Reaction yield outcomes from USPTO patents with 853,638 reactions. The reactants are [CH:1]1([C:6](=[NH:8])[NH2:7])[CH2:5][CH2:4][CH2:3][CH2:2]1.O=[C:10]1[CH2:15][CH2:14][CH2:13][S:12][CH:11]1[C:16](OC)=[O:17].C[O-].[Na+]. The catalyst is C(O)C. The product is [CH:1]1([C:6]2[N:8]=[C:16]([OH:17])[C:11]3[S:12][CH2:13][CH2:14][CH2:15][C:10]=3[N:7]=2)[CH2:5][CH2:4][CH2:3][CH2:2]1. The yield is 0.440.